This data is from Reaction yield outcomes from USPTO patents with 853,638 reactions. The task is: Predict the reaction yield, written as a fraction of the theoretical maximum amount of product (1.0 means a 100% yield; for example, 0.34 means a 34% yield). (1) The reactants are Br[C:2]1[CH:3]=[C:4]2[C:9](=[CH:10][CH:11]=1)[CH:8]=[C:7]([C:12]1[C:13]3[C:18]([C:19]4C=CC=C[C:24]=4[CH:25]=1)=[CH:17][CH:16]=[CH:15][CH:14]=3)[CH:6]=[CH:5]2.CCCCCC.[CH2:32]([Li])[CH2:33][CH2:34][CH3:35].[B:37](OC(C)C)([O:42]C(C)C)[O:38]C(C)C.Cl. The product is [CH:32]1[C:24]2[CH:25]=[C:12]([C:7]3[CH:6]=[CH:5][C:4]4[C:9](=[CH:10][CH:11]=[C:2]([B:37]([OH:42])[OH:38])[CH:3]=4)[CH:8]=3)[C:13]3[C:14](=[CH:15][CH:16]=[CH:17][CH:18]=3)[C:19]=2[CH:35]=[CH:34][CH:33]=1. The yield is 0.580. The catalyst is C(OCC)C.C1(C)C=CC=CC=1. (2) The reactants are [Cl-].O[NH3+:3].[C:4](=[O:7])([O-])[OH:5].[Na+].CS(C)=O.[CH3:13][C:14]1([CH3:61])[CH2:23][CH:22]([O:24][Si:25]([CH:32]([CH3:34])[CH3:33])([CH:29]([CH3:31])[CH3:30])[CH:26]([CH3:28])[CH3:27])[C:21]2[C:16](=[CH:17][CH:18]=[C:19]([N:35]3[C:40](=[O:41])[C:39]([CH2:42][C:43]4[CH:48]=[CH:47][C:46]([C:49]5[C:50]([C:55]#[N:56])=[CH:51][CH:52]=[CH:53][CH:54]=5)=[CH:45][CH:44]=4)=[C:38]([CH2:57][CH2:58][CH3:59])[N:37]=[C:36]3[CH3:60])[CH:20]=2)[O:15]1. The catalyst is C(OCC)(=O)C. The product is [CH3:61][C:14]1([CH3:13])[CH2:23][CH:22]([O:24][Si:25]([CH:29]([CH3:31])[CH3:30])([CH:32]([CH3:33])[CH3:34])[CH:26]([CH3:27])[CH3:28])[C:21]2[C:16](=[CH:17][CH:18]=[C:19]([N:35]3[C:40](=[O:41])[C:39]([CH2:42][C:43]4[CH:44]=[CH:45][C:46]([C:49]5[CH:54]=[CH:53][CH:52]=[CH:51][C:50]=5[C:55]5[NH:3][C:4](=[O:7])[O:5][N:56]=5)=[CH:47][CH:48]=4)=[C:38]([CH2:57][CH2:58][CH3:59])[N:37]=[C:36]3[CH3:60])[CH:20]=2)[O:15]1. The yield is 1.00. (3) The reactants are [CH3:1][C:2]1[CH:11]=[C:10]2[C:5]([C:6](=[O:12])[NH:7][CH:8]=[N:9]2)=[CH:4][CH:3]=1.CO.C(O)(=O)C.[Br:19]Br. No catalyst specified. The product is [Br:19][C:3]1[CH:4]=[C:5]2[C:10](=[CH:11][C:2]=1[CH3:1])[N:9]=[CH:8][NH:7][C:6]2=[O:12]. The yield is 0.840.